Regression. Given two drug SMILES strings and cell line genomic features, predict the synergy score measuring deviation from expected non-interaction effect. From a dataset of NCI-60 drug combinations with 297,098 pairs across 59 cell lines. (1) Drug 1: C1CC(C1)(C(=O)O)C(=O)O.[NH2-].[NH2-].[Pt+2]. Drug 2: B(C(CC(C)C)NC(=O)C(CC1=CC=CC=C1)NC(=O)C2=NC=CN=C2)(O)O. Cell line: COLO 205. Synergy scores: CSS=60.9, Synergy_ZIP=-5.70, Synergy_Bliss=-4.55, Synergy_Loewe=-1.57, Synergy_HSA=-1.54. (2) Drug 2: CN1C2=C(C=C(C=C2)N(CCCl)CCCl)N=C1CCCC(=O)O.Cl. Cell line: MOLT-4. Synergy scores: CSS=-6.09, Synergy_ZIP=-2.24, Synergy_Bliss=-5.13, Synergy_Loewe=-27.1, Synergy_HSA=-8.23. Drug 1: C1CC(=O)NC(=O)C1N2CC3=C(C2=O)C=CC=C3N. (3) Drug 1: CC1OCC2C(O1)C(C(C(O2)OC3C4COC(=O)C4C(C5=CC6=C(C=C35)OCO6)C7=CC(=C(C(=C7)OC)O)OC)O)O. Drug 2: CN(C)N=NC1=C(NC=N1)C(=O)N. Cell line: SK-MEL-5. Synergy scores: CSS=27.9, Synergy_ZIP=2.83, Synergy_Bliss=8.49, Synergy_Loewe=-5.11, Synergy_HSA=7.44.